Predict which catalyst facilitates the given reaction. From a dataset of Catalyst prediction with 721,799 reactions and 888 catalyst types from USPTO. (1) Reactant: [C:1]1([C:7]2[N:11]3[CH:12]=[CH:13][CH:14]=[N:15][C:10]3=[N:9][C:8]=2[C:16]2[CH:23]=[CH:22][C:19]([CH:20]=O)=[CH:18][CH:17]=2)[CH:6]=[CH:5][CH:4]=[CH:3][CH:2]=1.C(N(CC)CC)C.Cl.Cl.[S:33]1[CH:37]=[CH:36][N:35]=[C:34]1[C:38]1[NH:42][N:41]=[C:40]([CH:43]2[CH2:48][CH2:47][NH:46][CH2:45][CH2:44]2)[N:39]=1.C(O)(=O)C.[BH-](OC(C)=O)(OC(C)=O)OC(C)=O.[Na+]. Product: [C:1]1([C:7]2[N:11]3[CH:12]=[CH:13][CH:14]=[N:15][C:10]3=[N:9][C:8]=2[C:16]2[CH:23]=[CH:22][C:19]([CH2:20][N:46]3[CH2:45][CH2:44][CH:43]([C:40]4[N:39]=[C:38]([C:34]5[S:33][CH:37]=[CH:36][N:35]=5)[NH:42][N:41]=4)[CH2:48][CH2:47]3)=[CH:18][CH:17]=2)[CH:6]=[CH:5][CH:4]=[CH:3][CH:2]=1. The catalyst class is: 396. (2) Reactant: Cl.[C:2]([O:6][C:7](=[O:10])[CH2:8][NH2:9])([CH3:5])([CH3:4])[CH3:3].C1N=CN([C:16](N2C=NC=C2)=[O:17])C=1.CCN(C(C)C)C(C)C.[Cl:32][C:33]1[N:58]=[C:57]([Cl:59])[CH:56]=[C:55]([CH3:60])[C:34]=1[C:35]([NH:37][CH2:38][CH2:39][C@H:40]([N:42]1[CH2:47][CH2:46][CH:45]([NH:48][CH2:49][C:50]2[CH:54]=[CH:53][S:52][CH:51]=2)[CH2:44][CH2:43]1)[CH3:41])=[O:36]. Product: [C:2]([O:6][C:7](=[O:10])[CH2:8][NH:9][C:16]([N:48]([CH:45]1[CH2:46][CH2:47][N:42]([C@H:40]([CH3:41])[CH2:39][CH2:38][NH:37][C:35]([C:34]2[C:33]([Cl:32])=[N:58][C:57]([Cl:59])=[CH:56][C:55]=2[CH3:60])=[O:36])[CH2:43][CH2:44]1)[CH2:49][C:50]1[CH:54]=[CH:53][S:52][CH:51]=1)=[O:17])([CH3:5])([CH3:4])[CH3:3]. The catalyst class is: 23. (3) Reactant: Cl.[Br:2][C:3]1[CH:4]=[C:5]2[C:10](=[CH:11][N:12]=1)[N:9]([C@H:13]1[CH2:18][CH2:17][CH2:16][NH:15][CH2:14]1)[CH:8]=[C:7]([C:19]([O:21][CH2:22][CH3:23])=[O:20])[C:6]2=[O:24].Cl.Cl[CH2:27][CH2:28][N:29]([CH2:32][CH3:33])[CH2:30][CH3:31].C(=O)([O-])[O-].[K+].[K+]. Product: [Br:2][C:3]1[CH:4]=[C:5]2[C:10](=[CH:11][N:12]=1)[N:9]([C@H:13]1[CH2:18][CH2:17][CH2:16][N:15]([CH2:27][CH2:28][N:29]([CH2:32][CH3:33])[CH2:30][CH3:31])[CH2:14]1)[CH:8]=[C:7]([C:19]([O:21][CH2:22][CH3:23])=[O:20])[C:6]2=[O:24]. The catalyst class is: 115. (4) Reactant: [OH:1][CH:2]1[CH2:5][N:4](C(OC(C)(C)C)=O)[CH2:3]1.C(N(CC)CC)C.[C:20]([Cl:28])(=[O:27])[C:21]1[CH:26]=[CH:25][CH:24]=[CH:23][CH:22]=1.O. Product: [ClH:28].[NH:4]1[CH2:3][CH:2]([O:1][C:20](=[O:27])[C:21]2[CH:26]=[CH:25][CH:24]=[CH:23][CH:22]=2)[CH2:5]1. The catalyst class is: 251. (5) Reactant: C(OC(=O)[NH:10][CH2:11][CH2:12][CH2:13][CH2:14][C:15]1[CH:20]=[CH:19][C:18]([O:21][CH2:22][C:23](=[O:31])[NH:24][CH2:25][CH2:26][CH2:27][N:28]([CH3:30])[CH3:29])=[CH:17][CH:16]=1)C1C=CC=CC=1.[H][H]. Product: [NH2:10][CH2:11][CH2:12][CH2:13][CH2:14][C:15]1[CH:20]=[CH:19][C:18]([O:21][CH2:22][C:23]([NH:24][CH2:25][CH2:26][CH2:27][N:28]([CH3:30])[CH3:29])=[O:31])=[CH:17][CH:16]=1. The catalyst class is: 43. (6) Reactant: [H-].[Na+].[Br:3][C:4]1[CH:5]=[CH:6][C:7]2[N:11]=[C:10]([CH2:12][N:13]([CH3:15])[CH3:14])[NH:9][C:8]=2[CH:16]=1.Cl[CH2:18][O:19][CH2:20][CH2:21][Si:22]([CH3:25])([CH3:24])[CH3:23]. Product: [Br:3][C:4]1[CH:5]=[CH:6][C:7]2[N:11]=[C:10]([CH2:12][N:13]([CH3:14])[CH3:15])[N:9]([CH2:18][O:19][CH2:20][CH2:21][Si:22]([CH3:25])([CH3:24])[CH3:23])[C:8]=2[CH:16]=1. The catalyst class is: 9. (7) Reactant: C[C:2]([O-:5])([CH3:4])[CH3:3].[K+].Cl.[NH2:8][C:9]1[C:18]2[C:13](=[CH:14][CH:15]=[CH:16][CH:17]=2)[C:12](C=O)=[CH:11][CH:10]=1.[Cl:21][C:22]1C=C(F)C=[CH:24][N:23]=1.C. Product: [Cl:21][C:22]1[CH:4]=[C:2]([O:5][C:12]2[C:13]3[C:18](=[CH:17][CH:16]=[CH:15][CH:14]=3)[C:9]([NH2:8])=[CH:10][CH:11]=2)[CH:3]=[CH:24][N:23]=1. The catalyst class is: 3.